This data is from Full USPTO retrosynthesis dataset with 1.9M reactions from patents (1976-2016). The task is: Predict the reactants needed to synthesize the given product. (1) The reactants are: CS(C)=O.[Br:5][C:6]1[CH:7]=[C:8]([CH:11]=[CH:12][C:13]=1[OH:14])[CH:9]=O.[NH2:15][C:16]1[CH:21]=[C:20]([Cl:22])[CH:19]=[CH:18][C:17]=1[SH:23].C(OCC)(=O)C. Given the product [Br:5][C:6]1[CH:7]=[C:8]([C:9]2[S:23][C:17]3[CH:18]=[CH:19][C:20]([Cl:22])=[CH:21][C:16]=3[N:15]=2)[CH:11]=[CH:12][C:13]=1[OH:14], predict the reactants needed to synthesize it. (2) Given the product [C:11]([O:10][C:8]1[CH:7]=[CH:6][C:5]2[S:1][CH:2]=[CH:3][C:4]=2[CH:9]=1)(=[O:13])[CH3:12], predict the reactants needed to synthesize it. The reactants are: [S:1]1[C:5]2[CH:6]=[CH:7][C:8]([OH:10])=[CH:9][C:4]=2[CH:3]=[CH:2]1.[C:11](Cl)(=[O:13])[CH3:12]. (3) Given the product [CH:22]1([C:25]2[C:26]([O:39][CH2:40][CH:41]3[CH2:42][CH2:43][N:44]([CH2:59][C:60]4[CH:65]=[C:64]([C:66]([F:69])([F:68])[F:67])[CH:63]=[C:62]([CH:70]5[CH2:72][CH2:71]5)[N:61]=4)[CH2:45][CH2:46]3)=[CH:27][C:28]([F:38])=[C:29]([CH:37]=2)[C:30]([O:32][C:33]([CH3:35])([CH3:36])[CH3:34])=[O:31])[CH2:24][CH2:23]1, predict the reactants needed to synthesize it. The reactants are: C1(C2C(O[C@@H]3CCCNC3)=CC(F)=C(C=2)C(OC)=O)CC1.[CH:22]1([C:25]2[C:26]([O:39][CH2:40][CH:41]3[CH2:46][CH2:45][NH:44][CH2:43][CH2:42]3)=[CH:27][C:28]([F:38])=[C:29]([CH:37]=2)[C:30]([O:32][C:33]([CH3:36])([CH3:35])[CH3:34])=[O:31])[CH2:24][CH2:23]1.ClC1C=C(C(Cl)C)C=C(Cl)C=1.Cl[CH2:59][C:60]1[CH:65]=[C:64]([C:66]([F:69])([F:68])[F:67])[CH:63]=[C:62]([CH:70]2[CH2:72][CH2:71]2)[N:61]=1. (4) Given the product [CH2:7]([C:6]1[C:11]([OH:10])=[C:12]([CH3:17])[C:13]([CH3:16])=[C:14]2[C:5]=1[CH2:4][CH2:3][C@@:2]([CH3:1])([CH2:24][CH2:25][CH2:26][C@H:27]([CH3:39])[CH2:28][CH2:29][CH2:30][C@H:31]([CH3:38])[CH2:32][CH2:33][CH2:34][CH:35]([CH3:37])[CH3:36])[O:15]2)[CH2:21][CH2:22][CH3:23], predict the reactants needed to synthesize it. The reactants are: [CH3:1][C:2]1([CH2:24][CH2:25][CH2:26][CH:27]([CH3:39])[CH2:28][CH2:29][CH2:30][CH:31]([CH3:38])[CH2:32][CH2:33][CH2:34][CH:35]([CH3:37])[CH3:36])[O:15][C:14]2[C:5](=[C:6]3[C:11](=[C:12]([CH3:17])[C:13]=2[CH3:16])[O:10]C(CCC)O[CH:7]3[CH2:21][CH2:22][CH3:23])[CH2:4][CH2:3]1. (5) Given the product [Cl:1][C:2]1[CH:7]=[CH:6][CH:5]=[CH:4][C:3]=1[CH:8]([CH2:34][CH2:33][O:32][CH:27]1[CH2:28][CH2:29][CH2:30][CH2:31][O:26]1)[C:9]([C:11]1[CH:16]=[CH:15][C:14]([O:17][CH2:18][CH2:19][N:20]2[CH2:21][CH2:22][CH2:23][CH2:24][CH2:25]2)=[CH:13][CH:12]=1)=[O:10], predict the reactants needed to synthesize it. The reactants are: [Cl:1][C:2]1[CH:7]=[CH:6][CH:5]=[CH:4][C:3]=1[CH2:8][C:9]([C:11]1[CH:16]=[CH:15][C:14]([O:17][CH2:18][CH2:19][N:20]2[CH2:25][CH2:24][CH2:23][CH2:22][CH2:21]2)=[CH:13][CH:12]=1)=[O:10].[O:26]1[CH2:31][CH2:30][CH2:29][CH2:28][CH:27]1[O:32][CH2:33][CH2:34]I. (6) Given the product [CH3:13][O:12][C:9]1[CH:10]=[CH:11][C:6]2[NH:5][C:3](=[O:4])[CH2:2][NH:1][CH:14]([C:15]3[CH:20]=[CH:19][CH:18]=[CH:17][CH:16]=3)[C:7]=2[CH:8]=1, predict the reactants needed to synthesize it. The reactants are: [NH2:1][CH2:2][C:3]([NH:5][C:6]1[CH:11]=[CH:10][C:9]([O:12][CH3:13])=[CH:8][CH:7]=1)=[O:4].[CH:14](=O)[C:15]1[CH:20]=[CH:19][CH:18]=[CH:17][CH:16]=1.FC(F)(F)C(O)=O. (7) Given the product [O:7]([C:13]1[C:12]([CH3:16])=[CH:11][C:10]([N+:17]([O-:19])=[O:18])=[C:9]([CH3:8])[CH:14]=1)[C:1]1[CH:6]=[CH:5][CH:4]=[CH:3][CH:2]=1, predict the reactants needed to synthesize it. The reactants are: [C:1]1([OH:7])[CH:6]=[CH:5][CH:4]=[CH:3][CH:2]=1.[CH3:8][C:9]1[CH:14]=[C:13](Cl)[C:12]([CH3:16])=[CH:11][C:10]=1[N+:17]([O-:19])=[O:18].C([O-])([O-])=O.[K+].[K+]. (8) The reactants are: [CH2:1]([N:8]([CH3:13])[CH2:9][CH:10]1[CH2:12][O:11]1)[C:2]1[CH:7]=[CH:6][CH:5]=[CH:4][CH:3]=1.[CH3:14][C:15]1([CH3:22])[O:19][CH:18]([CH2:20][NH2:21])[CH2:17][O:16]1. Given the product [CH2:1]([N:8]([CH3:13])[CH2:9][CH:10]([OH:11])[CH2:12][NH:21][CH2:20][CH:18]1[CH2:17][O:16][C:15]([CH3:22])([CH3:14])[O:19]1)[C:2]1[CH:7]=[CH:6][CH:5]=[CH:4][CH:3]=1, predict the reactants needed to synthesize it. (9) Given the product [C:1]([O:5][CH2:28][CH2:27][O:26][CH3:31])(=[O:4])[CH:2]=[CH2:3], predict the reactants needed to synthesize it. The reactants are: [C:1]([O-:5])(=[O:4])[CH:2]=[CH2:3].[H][H].N(C(C)(C)C#N)=NC(C)(C)C#N.CCCCCC.[O:26]1[CH2:31]CO[CH2:28][CH2:27]1. (10) Given the product [NH:20]1[C:19]2[CH:29]=[CH:30][CH:31]=[CH:32][C:18]=2[N:17]=[C:16]1[C:14]1[O:15][C:11]2[CH:10]=[C:9]([C:6]3[CH:7]=[CH:8][C:2]([F:1])=[C:3]([NH:4][S:37]([CH2:35][CH3:36])(=[O:39])=[O:38])[CH:5]=3)[CH:34]=[CH:33][C:12]=2[N:13]=1, predict the reactants needed to synthesize it. The reactants are: [F:1][C:2]1[CH:8]=[CH:7][C:6]([C:9]2[CH:34]=[CH:33][C:12]3[N:13]=[C:14]([C:16]4[N:20](COCC[Si](C)(C)C)[C:19]5[CH:29]=[CH:30][CH:31]=[CH:32][C:18]=5[N:17]=4)[O:15][C:11]=3[CH:10]=2)=[CH:5][C:3]=1[NH2:4].[CH2:35]([S:37](Cl)(=[O:39])=[O:38])[CH3:36].